Predict the reaction yield, written as a fraction of the theoretical maximum amount of product (1.0 means a 100% yield; for example, 0.34 means a 34% yield). From a dataset of Reaction yield outcomes from USPTO patents with 853,638 reactions. (1) The reactants are [Br:1][C:2]1[CH:13]=[N:12][C:5]2[NH:6][C:7](=[O:11])[CH2:8][NH:9][CH2:10][C:4]=2[CH:3]=1.[C:14]([O:18][C:19](=[O:22])[CH2:20]Br)([CH3:17])([CH3:16])[CH3:15].C(N(CC)CC)C. The catalyst is CN(C=O)C.O. The product is [C:14]([O:18][C:19](=[O:22])[CH2:20][N:9]1[CH2:10][C:4]2[CH:3]=[C:2]([Br:1])[CH:13]=[N:12][C:5]=2[NH:6][C:7](=[O:11])[CH2:8]1)([CH3:17])([CH3:16])[CH3:15]. The yield is 0.480. (2) The reactants are [Br:1][C:2]1[C:3]([OH:16])=[C:4]2[C:9](=[CH:10][CH:11]=1)[N:8]([C:12](=[O:14])[CH3:13])[C@@H:7]([CH3:15])[CH2:6][CH2:5]2.Br[CH2:18][CH2:19][CH3:20].CC(C)([O-])C.[K+].O. The catalyst is CN(C)C=O. The product is [Br:1][C:2]1[C:3]([O:16][CH2:18][CH2:19][CH3:20])=[C:4]2[C:9](=[CH:10][CH:11]=1)[N:8]([C:12](=[O:14])[CH3:13])[C@@H:7]([CH3:15])[CH2:6][CH2:5]2. The yield is 0.580. (3) The reactants are [NH2:1][C:2]1[CH:33]=[CH:32][C:5]([C:6]([NH:8][C@H:9]2[CH2:14][CH2:13][CH2:12][C@@H:11]([NH:15][C:16]3[N:21]=[C:20]([C:22]4[C:30]5[C:25](=[CH:26][CH:27]=[CH:28][CH:29]=5)[NH:24][CH:23]=4)[C:19]([Cl:31])=[CH:18][N:17]=3)[CH2:10]2)=[O:7])=[CH:4][CH:3]=1.CCN(C(C)C)C(C)C.Br[CH2:44]/[CH:45]=[CH:46]/[C:47](Cl)=[O:48].C(Cl)Cl.[CH3:53][NH:54][CH2:55][C:56]([O:58][CH3:59])=[O:57].Cl. The catalyst is CN1C(=O)CCC1.C1COCC1. The product is [Cl:31][C:19]1[C:20]([C:22]2[C:30]3[C:25](=[CH:26][CH:27]=[CH:28][CH:29]=3)[NH:24][CH:23]=2)=[N:21][C:16]([NH:15][C@@H:11]2[CH2:12][CH2:13][CH2:14][C@H:9]([NH:8][C:6]([C:5]3[CH:32]=[CH:33][C:2]([NH:1][C:47](=[O:48])/[CH:46]=[CH:45]/[CH2:44][N:54]([CH3:53])[CH2:55][C:56]([O:58][CH3:59])=[O:57])=[CH:3][CH:4]=3)=[O:7])[CH2:10]2)=[N:17][CH:18]=1. The yield is 0.490. (4) The reactants are [CH2:1]([N:8]1[CH2:13][CH2:12][CH2:11][CH:10]([NH:14][NH:15]C(OC(C)(C)C)=O)[CH2:9]1)[C:2]1[CH:7]=[CH:6][CH:5]=[CH:4][CH:3]=1.[ClH:23]. No catalyst specified. The product is [ClH:23].[CH2:1]([N:8]1[CH2:13][CH2:12][CH2:11][CH:10]([NH:14][NH2:15])[CH2:9]1)[C:2]1[CH:3]=[CH:4][CH:5]=[CH:6][CH:7]=1. The yield is 1.12. (5) The reactants are [Cl:1][C:2]1[CH:10]=[C:9]2[C:5]([CH:6]=[CH:7][NH:8]2)=[CH:4][CH:3]=1.[CH3:11]C1C2C(=CC=CC=2)NC=1. No catalyst specified. The product is [Cl:1][C:2]1[CH:10]=[C:9]2[C:5]([CH:6]=[CH:7][N:8]2[CH3:11])=[CH:4][CH:3]=1. The yield is 1.00.